Predict the reactants needed to synthesize the given product. From a dataset of Full USPTO retrosynthesis dataset with 1.9M reactions from patents (1976-2016). Given the product [Cl:29][C:25]1[CH:26]=[C:27]2[C:22](=[CH:23][CH:24]=1)[NH:21][C:20](=[O:28])/[C:19]/2=[CH:18]/[C:14]1[CH:13]=[C:12]2[C:17]([C:9](/[CH:8]=[CH:7]/[C:4]3[CH:5]=[CH:6][N:1]=[CH:2][CH:3]=3)=[N:10][NH:11]2)=[CH:16][CH:15]=1, predict the reactants needed to synthesize it. The reactants are: [N:1]1[CH:6]=[CH:5][C:4](/[CH:7]=[CH:8]/[C:9]2[C:17]3[C:12](=[CH:13][C:14](/[CH:18]=[C:19]4/[C:20](=[O:28])[NH:21][C:22]5[C:27]/4=[CH:26][CH:25]=[CH:24][CH:23]=5)=[CH:15][CH:16]=3)[NH:11][N:10]=2)=[CH:3][CH:2]=1.[Cl:29]C1C=C2C(=CC=1)NC(=O)C2.